From a dataset of Full USPTO retrosynthesis dataset with 1.9M reactions from patents (1976-2016). Predict the reactants needed to synthesize the given product. (1) Given the product [N:31]1([C:29]([C:26]2[CH:27]=[CH:28][C:23]([N:17]3[C:11]4[CH2:10][N:9]([CH3:8])[CH2:14][CH2:13][C:12]=4[C:15]([C:18]([F:21])([F:19])[F:20])=[N:16]3)=[CH:24][CH:25]=2)=[O:30])[CH2:34][CH2:33][CH2:32]1, predict the reactants needed to synthesize it. The reactants are: CN(C)CC(O)=O.[CH3:8][N:9]1[CH2:14][CH2:13][C:12]2[C:15]([C:18]([F:21])([F:20])[F:19])=[N:16][NH:17][C:11]=2[CH2:10]1.I[C:23]1[CH:28]=[CH:27][C:26]([C:29]([N:31]2[CH2:34][CH2:33][CH2:32]2)=[O:30])=[CH:25][CH:24]=1.C([O-])([O-])=O.[Cs+].[Cs+]. (2) Given the product [Br:1][C:2]1[NH:13][C:5]2[C:6](=[O:12])[NH:7][CH2:8][CH2:9][CH:10]([OH:11])[C:4]=2[C:3]=1[Br:14], predict the reactants needed to synthesize it. The reactants are: [Br:1][C:2]1[NH:13][C:5]2[C:6](=[O:12])[NH:7][CH2:8][CH2:9][C:10](=[O:11])[C:4]=2[C:3]=1[Br:14].[BH4-].[Na+]. (3) Given the product [C:23]([C:25]([C:28]1[CH:32]=[C:31]([NH:33][C:34]([NH:19][C:18]2[CH:20]=[CH:21][CH:22]=[C:16]([S:15][C:6]3[C:5]4[C:10](=[CH:11][C:12]([O:13][CH3:14])=[C:3]([O:2][CH3:1])[CH:4]=4)[N:9]=[CH:8][N:7]=3)[CH:17]=2)=[O:35])[N:30]([C:43]2[CH:48]=[CH:47][CH:46]=[CH:45][CH:44]=2)[N:29]=1)([CH3:27])[CH3:26])#[N:24], predict the reactants needed to synthesize it. The reactants are: [CH3:1][O:2][C:3]1[CH:4]=[C:5]2[C:10](=[CH:11][C:12]=1[O:13][CH3:14])[N:9]=[CH:8][N:7]=[C:6]2[S:15][C:16]1[CH:17]=[C:18]([CH:20]=[CH:21][CH:22]=1)[NH2:19].[C:23]([C:25]([C:28]1[CH:32]=[C:31]([NH:33][C:34](=O)[O:35]C2C=CC=CC=2)[N:30]([C:43]2[CH:48]=[CH:47][CH:46]=[CH:45][CH:44]=2)[N:29]=1)([CH3:27])[CH3:26])#[N:24]. (4) Given the product [N:26]([CH2:2][CH2:3][O:4][C:5]1[CH:10]=[CH:9][C:8]([C:11]2[N:12]([CH2:24][CH3:25])[C:13]3[C:18]([C:19]=2[C:20]#[N:21])=[CH:17][CH:16]=[C:15]([O:22][CH3:23])[CH:14]=3)=[CH:7][CH:6]=1)=[N+:27]=[N-:28], predict the reactants needed to synthesize it. The reactants are: Br[CH2:2][CH2:3][O:4][C:5]1[CH:10]=[CH:9][C:8]([C:11]2[N:12]([CH2:24][CH3:25])[C:13]3[C:18]([C:19]=2[C:20]#[N:21])=[CH:17][CH:16]=[C:15]([O:22][CH3:23])[CH:14]=3)=[CH:7][CH:6]=1.[N-:26]=[N+:27]=[N-:28].[Na+].